From a dataset of Peptide-MHC class I binding affinity with 185,985 pairs from IEDB/IMGT. Regression. Given a peptide amino acid sequence and an MHC pseudo amino acid sequence, predict their binding affinity value. This is MHC class I binding data. (1) The peptide sequence is VMAPRTLIL. The MHC is HLA-C07:01 with pseudo-sequence HLA-C07:01. The binding affinity (normalized) is 0.238. (2) The peptide sequence is RQRPTAFEF. The MHC is Mamu-B52 with pseudo-sequence Mamu-B52. The binding affinity (normalized) is 0.759. (3) The peptide sequence is VCFMYSDFHF. The MHC is HLA-A01:01 with pseudo-sequence HLA-A01:01. The binding affinity (normalized) is 0.665. (4) The binding affinity (normalized) is 0.120. The MHC is HLA-C06:02 with pseudo-sequence HLA-C06:02. The peptide sequence is ITLWQRPLV. (5) The peptide sequence is IALGLMALK. The MHC is HLA-A11:01 with pseudo-sequence HLA-A11:01. The binding affinity (normalized) is 0.653.